From a dataset of Full USPTO retrosynthesis dataset with 1.9M reactions from patents (1976-2016). Predict the reactants needed to synthesize the given product. (1) The reactants are: [CH3:1][C:2]1([CH3:22])[O:7][C:6](=O)[NH:5][C:4]2[CH:9]=[CH:10][C:11]([C:13]3[CH:14]=[C:15]([CH:18]=[C:19]([F:21])[CH:20]=3)[C:16]#[N:17])=[CH:12][C:3]1=2.COC1C=CC(P2(SP(C3C=CC(OC)=CC=3)(=S)S2)=[S:32])=CC=1. Given the product [CH3:1][C:2]1([CH3:22])[O:7][C:6](=[S:32])[NH:5][C:4]2[CH:9]=[CH:10][C:11]([C:13]3[CH:14]=[C:15]([CH:18]=[C:19]([F:21])[CH:20]=3)[C:16]#[N:17])=[CH:12][C:3]1=2, predict the reactants needed to synthesize it. (2) The reactants are: [OH-].[Na+].[C:3]([O:7][C@@H:8]([C:15]1[C:16]([CH3:48])=[N:17][C:18]([CH3:47])=[C:19]([C:31]2[CH:36]=[CH:35][C:34]([O:37][CH2:38][CH2:39][C:40]3[CH:45]=[CH:44][C:43]([F:46])=[CH:42][CH:41]=3)=[CH:33][CH:32]=2)[C:20]=1[N:21]1[CH2:26][CH2:25][CH:24]([C:27]([F:30])([F:29])[F:28])[CH2:23][CH2:22]1)[C:9]([O:11]C(C)C)=[O:10])([CH3:6])([CH3:5])[CH3:4].Cl. Given the product [C:3]([O:7][C@@H:8]([C:15]1[C:16]([CH3:48])=[N:17][C:18]([CH3:47])=[C:19]([C:31]2[CH:32]=[CH:33][C:34]([O:37][CH2:38][CH2:39][C:40]3[CH:41]=[CH:42][C:43]([F:46])=[CH:44][CH:45]=3)=[CH:35][CH:36]=2)[C:20]=1[N:21]1[CH2:22][CH2:23][CH:24]([C:27]([F:30])([F:29])[F:28])[CH2:25][CH2:26]1)[C:9]([OH:11])=[O:10])([CH3:6])([CH3:5])[CH3:4], predict the reactants needed to synthesize it. (3) Given the product [CH3:37][C:29]1[CH:34]=[CH:33][C:32]([CH2:35][N:26]2[CH2:27][CH2:28][CH:23]([N:11]3[CH:10]=[N:9][C:8]4[C:12]3=[N:13][C:14]([C:16]3[CH:17]=[C:18]([OH:22])[CH:19]=[N:20][CH:21]=3)=[N:15][C:7]=4[N:1]3[CH2:2][CH2:3][O:4][CH2:5][CH2:6]3)[CH2:24][CH2:25]2)=[CH:31][CH:30]=1, predict the reactants needed to synthesize it. The reactants are: [N:1]1([C:7]2[N:15]=[C:14]([C:16]3[CH:17]=[C:18]([OH:22])[CH:19]=[N:20][CH:21]=3)[N:13]=[C:12]3[C:8]=2[N:9]=[CH:10][N:11]3[CH:23]2[CH2:28][CH2:27][NH:26][CH2:25][CH2:24]2)[CH2:6][CH2:5][O:4][CH2:3][CH2:2]1.[C:29]1([CH3:37])[CH:34]=[CH:33][C:32]([CH:35]=O)=[CH:31][CH:30]=1. (4) Given the product [N:1]1([C:5]2[N:10]=[CH:9][C:8]([NH:11][C:12]([C:14]3[N:15]([CH2:24][C:25]4[CH:30]=[CH:29][CH:28]=[C:27]([F:31])[CH:26]=4)[C:16]4[C:21]([C:22]=3[SiH:34]([CH2:36][CH3:37])[CH2:32][CH3:33])=[CH:20][C:19]([CH3:56])=[CH:18][CH:17]=4)=[O:13])=[CH:7][CH:6]=2)[CH2:4][CH2:3][CH2:2]1, predict the reactants needed to synthesize it. The reactants are: [N:1]1([C:5]2[N:10]=[CH:9][C:8]([NH:11][C:12]([C:14]3[N:15]([CH2:24][C:25]4[CH:30]=[CH:29][CH:28]=[C:27]([F:31])[CH:26]=4)[C:16]4[C:21]([CH:22]=3)=[CH:20][C:19](Br)=[CH:18][CH:17]=4)=[O:13])=[CH:7][CH:6]=2)[CH2:4][CH2:3][CH2:2]1.[CH2:32]([SiH:34]([CH2:36][CH3:37])C)[CH3:33].[O-]P(OP(OP([O-])([O-])=O)([O-])=O)(=O)[O-].[K+].[K+].[K+].[K+].[K+].[CH3:56]N1CCCC1=O.